From a dataset of Full USPTO retrosynthesis dataset with 1.9M reactions from patents (1976-2016). Predict the reactants needed to synthesize the given product. Given the product [O:1]=[S:2]1(=[O:24])[C:7]2[CH:8]=[CH:9][CH:10]=[CH:11][C:6]=2[CH2:5][CH:4]([CH2:12][N:13]([CH2:21][CH2:22][OH:26])[C:14](=[O:20])[O:15][C:16]([CH3:19])([CH3:18])[CH3:17])[NH:3]1, predict the reactants needed to synthesize it. The reactants are: [O:1]=[S:2]1(=[O:24])[C:7]2[CH:8]=[CH:9][CH:10]=[CH:11][C:6]=2[CH2:5][CH:4]([CH2:12][N:13]([CH2:21][CH:22]=C)[C:14](=[O:20])[O:15][C:16]([CH3:19])([CH3:18])[CH3:17])[NH:3]1.I([O-])(=O)(=O)=[O:26].[Na+].[BH4-].[Na+].CC(C)=O.